Dataset: Forward reaction prediction with 1.9M reactions from USPTO patents (1976-2016). Task: Predict the product of the given reaction. (1) Given the reactants [Cl:1][S:2]([OH:5])(=O)=[O:3].[O:6]([CH2:13][C:14]([O:16][CH2:17][CH3:18])=[O:15])[C:7]1[CH:12]=[CH:11][CH:10]=[CH:9][CH:8]=1, predict the reaction product. The product is: [Cl:1][S:2]([C:10]1[CH:11]=[CH:12][C:7]([O:6][CH2:13][C:14]([O:16][CH2:17][CH3:18])=[O:15])=[CH:8][CH:9]=1)(=[O:5])=[O:3]. (2) Given the reactants [F:1][B-](F)(F)F.[Br:6][C:7]1[C:8]([N+]#N)=[CH:9][N:10]=[C:11]2[C:16]=1[N:15]=[C:14]([O:17][CH3:18])[CH:13]=[CH:12]2, predict the reaction product. The product is: [Br:6][C:7]1[C:8]([F:1])=[CH:9][N:10]=[C:11]2[C:16]=1[N:15]=[C:14]([O:17][CH3:18])[CH:13]=[CH:12]2. (3) Given the reactants [N-:1]=[C:2]=[O:3].[CH:4]1([CH2:10][CH2:11][CH2:12][CH2:13]N)[CH2:9][CH2:8][CH2:7][CH2:6][CH2:5]1, predict the reaction product. The product is: [N:1]([CH2:13][CH2:12][CH2:11][CH2:10][CH:4]1[CH2:9][CH2:8][CH2:7][CH2:6][CH2:5]1)=[C:2]=[O:3]. (4) Given the reactants C([O:8][C:9]1[C:18]2[CH2:17][CH2:16][CH2:15][CH2:14][C:13]=2[CH:12]=[CH:11][C:10]=1[CH2:19][CH:20]([OH:30])[CH2:21][O:22][Si:23]([C:26]([CH3:29])([CH3:28])[CH3:27])([CH3:25])[CH3:24])C1C=CC=CC=1.[Si](OCC(O)CC1C=CC2CCCC=2C=1O)(C(C)(C)C)(C)C, predict the reaction product. The product is: [Si:23]([O:22][CH2:21][CH:20]([OH:30])[CH2:19][C:10]1[CH:11]=[CH:12][C:13]2[CH2:14][CH2:15][CH2:16][CH2:17][C:18]=2[C:9]=1[OH:8])([C:26]([CH3:28])([CH3:29])[CH3:27])([CH3:25])[CH3:24]. (5) Given the reactants [NH2:1][C:2]1[CH:21]=[CH:20][C:5]([C:6]([C:8]2[CH:17]=[C:16]3[C:11]([N:12]=[CH:13][C:14]([C:18]#[N:19])=[N:15]3)=[CH:10][CH:9]=2)=[O:7])=[C:4]([F:22])[CH:3]=1.[N:23]([C:26]1[CH:31]=[CH:30][CH:29]=[C:28]([C:32]([F:35])([F:34])[F:33])[CH:27]=1)=[C:24]=[O:25], predict the reaction product. The product is: [C:18]([C:14]1[CH:13]=[N:12][C:11]2[C:16]([N:15]=1)=[CH:17][C:8]([C:6]([C:5]1[CH:20]=[CH:21][C:2]([NH:1][C:24]([NH:23][C:26]3[CH:31]=[CH:30][CH:29]=[C:28]([C:32]([F:33])([F:34])[F:35])[CH:27]=3)=[O:25])=[CH:3][C:4]=1[F:22])=[O:7])=[CH:9][CH:10]=2)#[N:19]. (6) Given the reactants Br[C:2]1[CH:3]=[C:4]2[C:8](=[CH:9][CH:10]=1)[C:7](=[O:11])[N:6]([CH2:12][CH2:13][OH:14])[CH2:5]2.[CH:15]1([NH:18][C:19](=[O:36])[C:20]2[CH:25]=[CH:24][C:23]([CH3:26])=[C:22](B3OC(C)(C)C(C)(C)O3)[CH:21]=2)[CH2:17][CH2:16]1.O.CCOC(C)=O, predict the reaction product. The product is: [CH:15]1([NH:18][C:19](=[O:36])[C:20]2[CH:25]=[CH:24][C:23]([CH3:26])=[C:22]([C:2]3[CH:3]=[C:4]4[C:8](=[CH:9][CH:10]=3)[C:7](=[O:11])[N:6]([CH2:12][CH2:13][OH:14])[CH2:5]4)[CH:21]=2)[CH2:16][CH2:17]1.